This data is from Full USPTO retrosynthesis dataset with 1.9M reactions from patents (1976-2016). The task is: Predict the reactants needed to synthesize the given product. (1) The reactants are: [CH2:1]([O:8][C:9]([NH:11][CH2:12][C:13]1[O:14][C:15]([CH3:21])=[C:16]([C:18]([OH:20])=O)[N:17]=1)=[O:10])[C:2]1[CH:7]=[CH:6][CH:5]=[CH:4][CH:3]=1.C(N(CC)CC)C.ClC(OCC)=O.Cl.[CH3:36][NH:37][O:38][CH3:39]. Given the product [CH2:1]([O:8][C:9](=[O:10])[NH:11][CH2:12][C:13]1[O:14][C:15]([CH3:21])=[C:16]([C:18](=[O:20])[N:37]([O:38][CH3:39])[CH3:36])[N:17]=1)[C:2]1[CH:3]=[CH:4][CH:5]=[CH:6][CH:7]=1, predict the reactants needed to synthesize it. (2) The reactants are: [OH:1][C:2]1[C:3]2[O:15][N:14]=[C:13]([C:16]3[CH:21]=[CH:20][CH:19]=[CH:18][CH:17]=3)[C:4]=2[CH:5]=[N:6][C:7]=1[C:8]([O:10]CC)=O.[NH2:22][C@H:23]([C:25]([OH:27])=[O:26])[CH3:24].[O-]CC.[Na+].Cl. Given the product [OH:1][C:2]1[C:3]2[O:15][N:14]=[C:13]([C:16]3[CH:17]=[CH:18][CH:19]=[CH:20][CH:21]=3)[C:4]=2[CH:5]=[N:6][C:7]=1[C:8]([NH:22][C@@H:23]([CH3:24])[C:25]([OH:27])=[O:26])=[O:10], predict the reactants needed to synthesize it. (3) Given the product [N:1]1[C:10]2[C:5](=[CH:6][CH:7]=[CH:8][CH:9]=2)[CH:4]=[C:3]([NH:11][C:27]([C@@H:22]2[CH2:21][CH2:20][C:19]3[N:18]=[C:17]([C:14]([CH3:16])([CH3:15])[C:13]([F:31])([F:30])[F:12])[CH:26]=[CH:25][C:24]=3[CH2:23]2)=[O:28])[CH:2]=1, predict the reactants needed to synthesize it. The reactants are: [N:1]1[C:10]2[C:5](=[CH:6][CH:7]=[CH:8][CH:9]=2)[CH:4]=[C:3]([NH2:11])[CH:2]=1.[F:12][C:13]([F:31])([F:30])[C:14]([C:17]1[CH:26]=[CH:25][C:24]2[CH2:23][C@H:22]([C:27](O)=[O:28])[CH2:21][CH2:20][C:19]=2[N:18]=1)([CH3:16])[CH3:15].F[P-](F)(F)(F)(F)F.C[N+](C)=C(N(C)C)ON1C2N=CC=CC=2N=N1.C(N(CC)C(C)C)(C)C.C1C=NC2N(O)N=NC=2C=1. (4) Given the product [C:23]([C:25]1[CH:33]=[CH:32][C:28]([C:29]([NH:2][CH:3]2[CH2:8][CH2:7][N:6]([CH2:9][C@H:10]([OH:11])[C:12]3[C:13]([CH3:22])=[C:14]4[C:18](=[CH:19][CH:20]=3)[C:17](=[O:21])[O:16][CH2:15]4)[CH2:5][CH2:4]2)=[O:30])=[C:27]([F:34])[CH:26]=1)#[N:24], predict the reactants needed to synthesize it. The reactants are: Cl.[NH2:2][CH:3]1[CH2:8][CH2:7][N:6]([CH2:9][C@@H:10]([C:12]2[C:13]([CH3:22])=[C:14]3[C:18](=[CH:19][CH:20]=2)[C:17](=[O:21])[O:16][CH2:15]3)[OH:11])[CH2:5][CH2:4]1.[C:23]([C:25]1[CH:33]=[CH:32][C:28]([C:29](O)=[O:30])=[C:27]([F:34])[CH:26]=1)#[N:24].